From a dataset of Forward reaction prediction with 1.9M reactions from USPTO patents (1976-2016). Predict the product of the given reaction. (1) The product is: [N:14]([CH2:13][CH2:12][N:9]1[C:8]2[CH:17]=[CH:18][C:5]([C:3]([OH:4])=[O:2])=[CH:6][C:7]=2[N:11]=[CH:10]1)=[N+:15]=[N-:16]. Given the reactants C[O:2][C:3]([C:5]1[CH:18]=[CH:17][C:8]2[N:9]([CH2:12][CH2:13][N:14]=[N+:15]=[N-:16])[CH:10]=[N:11][C:7]=2[CH:6]=1)=[O:4].[Li+].[OH-], predict the reaction product. (2) Given the reactants ClC1C=CC=C(C(OO)=[O:9])C=1.[CH:12]1([NH:18][C:19]2[CH:28]=[C:27]3[C:22]([C:23](=[O:36])[C:24](C=O)=[CH:25][N:26]3[CH:29]3[CH2:33][CH2:32][CH2:31][CH2:30]3)=[CH:21][C:20]=2[F:37])[CH2:17][CH2:16][CH2:15][CH2:14][CH2:13]1.C(=O)([O-])O.[Na+], predict the reaction product. The product is: [CH:12]1([NH:18][C:19]2[CH:28]=[C:27]3[C:22]([C:23](=[O:36])[C:24]([OH:9])=[CH:25][N:26]3[CH:29]3[CH2:30][CH2:31][CH2:32][CH2:33]3)=[CH:21][C:20]=2[F:37])[CH2:13][CH2:14][CH2:15][CH2:16][CH2:17]1. (3) Given the reactants [OH:1][CH:2]1[CH:7]([C:8]2[CH:13]=[CH:12][C:11]([OH:14])=[CH:10][CH:9]=2)[CH2:6][CH2:5][N:4]([C:15]([O:17][CH2:18][C:19]2[CH:24]=[CH:23][CH:22]=[CH:21][CH:20]=2)=[O:16])[CH2:3]1.C1(C)C=CC(S(O[CH2:35][CH2:36][O:37][CH2:38][C:39]2[CH:44]=[C:43]([F:45])[CH:42]=[CH:41][C:40]=2[F:46])(=O)=O)=CC=1, predict the reaction product. The product is: [F:46][C:40]1[CH:41]=[CH:42][C:43]([F:45])=[CH:44][C:39]=1[CH2:38][O:37][CH2:36][CH2:35][O:14][C:11]1[CH:10]=[CH:9][C:8]([CH:7]2[CH2:6][CH2:5][N:4]([C:15]([O:17][CH2:18][C:19]3[CH:20]=[CH:21][CH:22]=[CH:23][CH:24]=3)=[O:16])[CH2:3][CH:2]2[OH:1])=[CH:13][CH:12]=1.